Dataset: Forward reaction prediction with 1.9M reactions from USPTO patents (1976-2016). Task: Predict the product of the given reaction. (1) Given the reactants [Cl:1][C:2]1[CH:7]=[CH:6][C:5]([N:8]2[CH:12]=[C:11]([C:13]#[N:14])[N:10]=[N:9]2)=[C:4]([C:15]2[CH:20]=[C:19]([OH:21])[N:18]=[CH:17][N:16]=2)[CH:3]=1.CN(C(ON1N=NC2C=CC=NC1=2)=[N+](C)C)C.F[P-](F)(F)(F)(F)F.C1CCN2C(=NCCC2)CC1.N[C@@H:58]1[C:74]2[CH:75]=[C:70]([CH:71]=[CH:72][CH:73]=2)[C:69]2[N:68]([CH:76]([F:78])[F:77])[N:67]=[CH:66][C:65]=2[NH:64][C:63](=[O:79])[C@H:62]([CH3:80])[CH2:61][CH2:60][CH2:59]1, predict the reaction product. The product is: [Cl:1][C:2]1[CH:7]=[CH:6][C:5]([N:8]2[CH:12]=[C:11]([C:13]#[N:14])[N:10]=[N:9]2)=[C:4]([C:15]2[N:16]=[CH:17][N:18]([C@@H:58]3[C:74]4[CH:75]=[C:70]([CH:71]=[CH:72][CH:73]=4)[C:69]4[N:68]([CH:76]([F:78])[F:77])[N:67]=[CH:66][C:65]=4[NH:64][C:63](=[O:79])[C@H:62]([CH3:80])[CH2:61][CH2:60][CH2:59]3)[C:19](=[O:21])[CH:20]=2)[CH:3]=1. (2) The product is: [CH3:1][N:2]1[C:10]2[C:5](=[CH:6][CH:7]=[CH:8][CH:9]=2)[CH:4]=[C:3]1[C:21]1[CH:22]=[CH:17][N:18]=[C:19]([NH:23][CH:24]2[CH2:29][C:28]([CH3:31])([CH3:30])[NH:27][C:26]([CH3:33])([CH3:32])[CH2:25]2)[N:20]=1. Given the reactants [CH3:1][N:2]1[C:10]2[C:5](=[CH:6][CH:7]=[CH:8][CH:9]=2)[CH:4]=[CH:3]1.C([Li])CCC.Cl[C:17]1[CH:22]=[CH:21][N:20]=[C:19]([NH:23][CH:24]2[CH2:29][C:28]([CH3:31])([CH3:30])[NH:27][C:26]([CH3:33])([CH3:32])[CH2:25]2)[N:18]=1, predict the reaction product. (3) Given the reactants FC(F)(F)S(O[C:7]1[C:16]2[C:15]([CH3:18])([CH3:17])[CH2:14][CH2:13][C:12]([CH3:20])([CH3:19])[C:11]=2[CH:10]=[C:9]([CH:21]=[O:22])[CH:8]=1)(=O)=O.B(O)(O)[C:26]1[CH:27]=[CH:28][C:29]([CH3:32])=[CH:30][CH:31]=1.[Cl-].[Li+].C(=O)([O-])[O-].[K+].[K+], predict the reaction product. The product is: [CH3:18][C:15]1([CH3:17])[CH2:14][CH2:13][C:12]([CH3:19])([CH3:20])[C:11]2[CH:10]=[C:9]([CH:21]=[O:22])[CH:8]=[C:7]([C:26]3[CH:31]=[CH:30][C:29]([CH3:32])=[CH:28][CH:27]=3)[C:16]1=2.